This data is from Forward reaction prediction with 1.9M reactions from USPTO patents (1976-2016). The task is: Predict the product of the given reaction. (1) Given the reactants [NH2:1][C:2]1[C:3]([CH3:19])=[C:4]2[C:8](=[CH:9][C:10]=1[NH2:11])[C:7](=[O:12])[N:6]([CH2:13][CH2:14][N:15]([CH3:17])[CH3:16])[C:5]2=[O:18].[Cl:20][C:21]1[C:26]([CH:27]=O)=[C:25]([O:29][CH3:30])[N:24]=[CH:23][CH:22]=1, predict the reaction product. The product is: [Cl:20][C:21]1[CH:22]=[CH:23][N:24]=[C:25]([O:29][CH3:30])[C:26]=1[C:27]1[NH:11][C:10]2=[CH:9][C:8]3[C:7](=[O:12])[N:6]([CH2:13][CH2:14][N:15]([CH3:16])[CH3:17])[C:5](=[O:18])[C:4]=3[C:3]([CH3:19])=[C:2]2[N:1]=1. (2) Given the reactants [Si:1]([O:8][C@H:9]1[C@H:13]2[O:14][CH2:15][C@@H:16]([O:17][C:18]3[N:40]([CH2:41][O:42][CH2:43][CH2:44][Si:45]([CH3:48])([CH3:47])[CH3:46])[C:21]4=[N:22][C:23]([C:27]5[CH:32]=[CH:31][C:30]([C@H:33]6[CH2:38][CH2:37][C@H:36]([NH2:39])[CH2:35][CH2:34]6)=[CH:29][CH:28]=5)=[C:24]([Cl:26])[CH:25]=[C:20]4[N:19]=3)[C@H:12]2[O:11][CH2:10]1)([C:4]([CH3:7])([CH3:6])[CH3:5])([CH3:3])[CH3:2].C(N(CC)CC)C.Cl[C:57]([O:59][CH:60]1[CH2:64][CH2:63][CH2:62][CH2:61]1)=[O:58], predict the reaction product. The product is: [Si:1]([O:8][C@H:9]1[C@H:13]2[O:14][CH2:15][C@@H:16]([O:17][C:18]3[N:40]([CH2:41][O:42][CH2:43][CH2:44][Si:45]([CH3:48])([CH3:47])[CH3:46])[C:21]4=[N:22][C:23]([C:27]5[CH:32]=[CH:31][C:30]([C@H:33]6[CH2:38][CH2:37][C@H:36]([NH:39][C:57](=[O:58])[O:59][CH:60]7[CH2:64][CH2:63][CH2:62][CH2:61]7)[CH2:35][CH2:34]6)=[CH:29][CH:28]=5)=[C:24]([Cl:26])[CH:25]=[C:20]4[N:19]=3)[C@H:12]2[O:11][CH2:10]1)([C:4]([CH3:6])([CH3:7])[CH3:5])([CH3:3])[CH3:2]. (3) Given the reactants C([O:8][C:9]1[CH:17]=[C:16]([F:18])[CH:15]=[C:14]2[C:10]=1[C:11]([CH2:21][CH2:22][N:23]1[CH2:31][C:30]3[C:25](=[CH:26][CH:27]=[CH:28][CH:29]=3)[CH2:24]1)=[CH:12][N:13]2[CH2:19][CH3:20])C1C=CC=CC=1, predict the reaction product. The product is: [CH2:19]([N:13]1[C:14]2[CH:15]=[C:16]([F:18])[CH:17]=[C:9]([OH:8])[C:10]=2[C:11]([CH2:21][CH2:22][N:23]2[CH2:24][C:25]3[C:30](=[CH:29][CH:28]=[CH:27][CH:26]=3)[CH2:31]2)=[CH:12]1)[CH3:20]. (4) Given the reactants C(O)(C(F)(F)F)=O.[Cl:8][C:9]1[CH:10]=[C:11]2[N:29](COCC[Si](C)(C)C)[C:28]([O:38][C@@H:39]3[CH2:43][O:42][C@H:41]([C:44]([O:46]C)=[O:45])[C@H:40]3[O:48][Si](C(C)(C)C)(C(C)(C)C)O)=[N:27][C:12]2=[N:13][C:14]=1[C:15]1[CH:20]=[CH:19][C:18]([C:21]2[CH:26]=[CH:25][CH:24]=[CH:23][CH:22]=2)=[CH:17][CH:16]=1.ClC1C=C2N(COCC[Si](C)(C)C)C(O[C@@H]3CO[C@H](C(OC)=O)[C@H]3O[Si](C(C)(C)C)(C(C)(C)C)O[Si](C)(C)C)=NC2=NC=1C1C=CC(C2C=CC=CC=2)=CC=1.CCCC[N+](CCCC)(CCCC)CCCC.[F-].C1COCC1, predict the reaction product. The product is: [Cl:8][C:9]1[CH:10]=[C:11]2[NH:29][C:28]([O:38][C@@H:39]3[CH2:43][O:42][C@H:41]([C:44]([OH:46])=[O:45])[C@H:40]3[OH:48])=[N:27][C:12]2=[N:13][C:14]=1[C:15]1[CH:20]=[CH:19][C:18]([C:21]2[CH:22]=[CH:23][CH:24]=[CH:25][CH:26]=2)=[CH:17][CH:16]=1. (5) Given the reactants FC([Si:5]([CH3:8])([CH3:7])[CH3:6])(F)F.[Si:9]([O:16][C@H:17]1[CH2:22][CH2:21][C@H:20]2[C@@:23]3([CH:47]=[CH2:48])[C@H:32]([C@@H:33]([CH2:35][CH2:36][CH2:37][CH2:38][C:39](=[O:44])[C:40]([F:43])([F:42])[F:41])[CH2:34][C@:18]12[CH3:19])[C:31]1[CH:30]=[CH:29][C:28]([O:45][CH3:46])=[CH:27][C:26]=1[CH2:25][CH2:24]3)(C(C)(C)C)([CH3:11])[CH3:10], predict the reaction product. The product is: [C:18]([C@H:19]1[CH2:22][CH2:21][C@H:20]2[C@@:23]3([CH:47]=[CH2:48])[C@H:32]([C@@H:33]([CH2:35][CH2:36][CH2:37][CH2:38][C:39]([C:40]([F:43])([F:42])[F:41])([O:44][Si:5]([CH3:6])([CH3:7])[CH3:8])[C:40]([F:41])([F:42])[F:43])[CH2:34][C@:18]12[CH2:17][O:16][SiH:9]([CH3:11])[CH3:10])[C:31]1[CH:30]=[CH:29][C:28]([O:45][CH3:46])=[CH:27][C:26]=1[CH2:25][CH2:24]3)([CH3:20])([CH3:19])[CH3:17]. (6) The product is: [Cl:17][C:18]1[CH:19]=[C:20]([N:24]2[CH:28]=[CH:27][C:26]([O:29][CH2:2][C:3]3[C:8]([CH3:9])=[CH:7][CH:6]=[CH:5][C:4]=3[N:10]3[C:14](=[O:15])[N:13]([CH3:16])[N:12]=[N:11]3)=[N:25]2)[CH:21]=[CH:22][CH:23]=1. Given the reactants Br[CH2:2][C:3]1[C:8]([CH3:9])=[CH:7][CH:6]=[CH:5][C:4]=1[N:10]1[C:14](=[O:15])[N:13]([CH3:16])[N:12]=[N:11]1.[Cl:17][C:18]1[CH:19]=[C:20]([N:24]2[CH:28]=[CH:27][C:26]([OH:29])=[N:25]2)[CH:21]=[CH:22][CH:23]=1.C(=O)([O-])[O-].[K+].[K+].C(#N)C, predict the reaction product. (7) Given the reactants [C:1]([C:5]1[C:13]2[C:12]([Cl:14])=[N:11][C:10]([NH2:15])=[N:9][C:8]=2[N:7]([CH2:16][C:17]2[C:22]([CH3:23])=[C:21]([O:24][CH3:25])[C:20]([CH3:26])=[CH:19][N:18]=2)[CH:6]=1)#CC=C.CC[C@H]1[C@H]2C[C@H]([C@H](OC3C4C(=CC=CC=4)C(O[C@H](C4C=CN=C5C=4C=C(OC)C=C5)[C@@H]4N5C[C@H](CC)[C@@H](CC5)C4)=NN=3)C3C=CN=C4C=3C=C([O:48]C)C=C4)N(CC2)C1.C[C:86]([OH:89])([CH3:88])[CH3:87].C1COCC1.O, predict the reaction product. The product is: [NH2:15][C:10]1[N:11]=[C:12]([Cl:14])[C:13]2[C:5]([C:1]#[C:87][C@H:86]([OH:89])[CH2:88][OH:48])=[CH:6][N:7]([CH2:16][C:17]3[C:22]([CH3:23])=[C:21]([O:24][CH3:25])[C:20]([CH3:26])=[CH:19][N:18]=3)[C:8]=2[N:9]=1. (8) Given the reactants [OH:1][C@@H:2]1[CH2:7][CH2:6][CH2:5][CH2:4][C@H:3]1[NH:8][C:9]([C:11]1[CH:16]=[N:15][C:14](Br)=[C:13]([C:18]2[CH:23]=[CH:22][C:21]([Cl:24])=[CH:20][CH:19]=2)[N:12]=1)=[O:10].[Cl:25][C:26]1[CH:31]=[CH:30][CH:29]=[CH:28][C:27]=1[OH:32], predict the reaction product. The product is: [OH:1][C@@H:2]1[CH2:7][CH2:6][CH2:5][CH2:4][C@H:3]1[NH:8][C:9]([C:11]1[CH:16]=[N:15][C:14]([O:32][C:27]2[CH:28]=[CH:29][CH:30]=[CH:31][C:26]=2[Cl:25])=[C:13]([C:18]2[CH:23]=[CH:22][C:21]([Cl:24])=[CH:20][CH:19]=2)[N:12]=1)=[O:10].